Dataset: Forward reaction prediction with 1.9M reactions from USPTO patents (1976-2016). Task: Predict the product of the given reaction. Given the reactants [C:1]([O:5][C:6]([NH:8][NH:9][C:10]([CH3:23])([CH2:14][C:15]1[CH:20]=[CH:19][C:18]([OH:21])=[C:17]([OH:22])[CH:16]=1)[C:11]([OH:13])=[O:12])=[O:7])([CH3:4])([CH3:3])[CH3:2].C(=O)(O)[O-].[Cs+].[C:29]([O:32][CH2:33]Br)(=[O:31])[CH3:30], predict the reaction product. The product is: [C:29]([O:32][CH2:33][O:12][C:11](=[O:13])[C:10]([NH:9][NH:8][C:6]([O:5][C:1]([CH3:4])([CH3:2])[CH3:3])=[O:7])([CH3:23])[CH2:14][C:15]1[CH:20]=[CH:19][C:18]([OH:21])=[C:17]([OH:22])[CH:16]=1)(=[O:31])[CH3:30].